From a dataset of Catalyst prediction with 721,799 reactions and 888 catalyst types from USPTO. Predict which catalyst facilitates the given reaction. (1) Reactant: FC(F)(F)C(O)=O.[Cl:8][C:9]1[C:10]([F:38])=[C:11]([CH:15]2[C:19]([C:22]3[CH:27]=[CH:26][C:25]([Cl:28])=[CH:24][C:23]=3[F:29])([C:20]#[N:21])[CH:18]([CH2:30][C:31]([CH3:34])([CH3:33])[CH3:32])[NH:17][CH:16]2[C:35]([OH:37])=O)[CH:12]=[CH:13][CH:14]=1.N.C[N:41](C(ON1N=NC2C=CC=NC1=2)=[N+](C)C)C.F[P-](F)(F)(F)(F)F.CCN(C(C)C)C(C)C. Product: [Cl:8][C:9]1[C:10]([F:38])=[C:11]([CH:15]2[C:19]([C:22]3[CH:27]=[CH:26][C:25]([Cl:28])=[CH:24][C:23]=3[F:29])([C:20]#[N:21])[CH:18]([CH2:30][C:31]([CH3:34])([CH3:33])[CH3:32])[NH:17][CH:16]2[C:35]([NH2:41])=[O:37])[CH:12]=[CH:13][CH:14]=1. The catalyst class is: 135. (2) Reactant: CN(C=O)C.[Br:6][C:7]1[C:15]2[N:14]=[C:13]([CH:16]([CH3:18])[CH3:17])[NH:12][C:11]=2[CH:10]=[C:9]([N+:19]([O-:21])=[O:20])[CH:8]=1.Br[CH2:23][C:24]1[CH:29]=[CH:28][CH:27]=[C:26]([C:30]([F:33])([F:32])[F:31])[C:25]=1[CH3:34].C(=O)([O-])[O-].[K+].[K+]. Product: [Br:6][C:7]1[C:15]2[N:14]=[C:13]([CH:16]([CH3:18])[CH3:17])[N:12]([CH2:23][C:24]3[CH:29]=[CH:28][CH:27]=[C:26]([C:30]([F:31])([F:32])[F:33])[C:25]=3[CH3:34])[C:11]=2[CH:10]=[C:9]([N+:19]([O-:21])=[O:20])[CH:8]=1. The catalyst class is: 6. (3) Reactant: C(OC([N:8]1[CH2:13][CH2:12][N:11]([C:14]2[N:19]=[CH:18][C:17]([C:20]3[N:27]4[C:23]([S:24][C:25]([C:28]5[CH:33]=[CH:32][C:31]([O:34][CH3:35])=[C:30]([O:36][CH3:37])[CH:29]=5)=[N:26]4)=[N:22][CH:21]=3)=[CH:16][N:15]=2)[CH2:10][CH2:9]1)=O)(C)(C)C.[ClH:38]. Product: [CH3:37][O:36][C:30]1[CH:29]=[C:28]([C:25]2[S:24][C:23]3=[N:22][CH:21]=[C:20]([C:17]4[CH:18]=[N:19][C:14]([N:11]5[CH2:10][CH2:9][NH:8][CH2:13][CH2:12]5)=[N:15][CH:16]=4)[N:27]3[N:26]=2)[CH:33]=[CH:32][C:31]=1[O:34][CH3:35].[ClH:38]. The catalyst class is: 12. (4) Reactant: [CH2:1]([CH:3]([C:6]1[C:14]2[NH:13][C:12](=[O:15])[NH:11][C:10]=2[CH:9]=[CH:8][CH:7]=1)[CH2:4][CH3:5])[CH3:2].[C:16](O[C:16]([O:18][C:19]([CH3:22])([CH3:21])[CH3:20])=[O:17])([O:18][C:19]([CH3:22])([CH3:21])[CH3:20])=[O:17]. Product: [CH2:1]([CH:3]([C:6]1[C:14]2[NH:13][C:12](=[O:15])[N:11]([C:16]([O:18][C:19]([CH3:22])([CH3:21])[CH3:20])=[O:17])[C:10]=2[CH:9]=[CH:8][CH:7]=1)[CH2:4][CH3:5])[CH3:2]. The catalyst class is: 325. (5) Reactant: [CH2:1]([O:8][C:9]([NH:11][CH2:12][CH2:13][C:14]([OH:16])=O)=[O:10])[C:2]1[CH:7]=[CH:6][CH:5]=[CH:4][CH:3]=1.Cl.[CH2:18]([N:20]=[C:21]=NCCCN(C)C)C.CN(CCCN=C=NCC)C.ON1C2C=CC=CC=2N=N1.CNC. Product: [CH3:18][N:20]([CH3:21])[C:14]([CH2:13][CH2:12][NH:11][C:9](=[O:10])[O:8][CH2:1][C:2]1[CH:7]=[CH:6][CH:5]=[CH:4][CH:3]=1)=[O:16]. The catalyst class is: 9. (6) Reactant: C[Si](C)(C)[C:3]#[C:4][C:5]1[CH:10]=[CH:9][CH:8]=[C:7]([C:11]([F:14])([F:13])[F:12])[CH:6]=1.C(=O)([O-])[O-].[K+].[K+]. Product: [C:4]([C:5]1[CH:10]=[CH:9][CH:8]=[C:7]([C:11]([F:12])([F:13])[F:14])[CH:6]=1)#[CH:3]. The catalyst class is: 8. (7) Reactant: [F:1][C:2]1[CH:3]=[N:4][C:5]2[C:10]([C:11]=1[CH2:12][CH2:13][CH2:14][C:15]1([C:29]([O:31]CC)=[O:30])[CH2:20][CH2:19][N:18]([CH2:21][CH2:22][S:23][C:24]3[S:25][CH2:26][CH2:27][N:28]=3)[CH2:17][CH2:16]1)=[CH:9][C:8]([O:34][CH3:35])=[CH:7][CH:6]=2.[OH-].[Na+]. Product: [F:1][C:2]1[CH:3]=[N:4][C:5]2[C:10]([C:11]=1[CH2:12][CH2:13][CH2:14][C:15]1([C:29]([OH:31])=[O:30])[CH2:16][CH2:17][N:18]([CH2:21][CH2:22][S:23][C:24]3[S:25][CH2:26][CH2:27][N:28]=3)[CH2:19][CH2:20]1)=[CH:9][C:8]([O:34][CH3:35])=[CH:7][CH:6]=2. The catalyst class is: 169.